This data is from Full USPTO retrosynthesis dataset with 1.9M reactions from patents (1976-2016). The task is: Predict the reactants needed to synthesize the given product. (1) Given the product [F:22][C:18]1[C:19]([F:21])=[CH:20][C:14]2[NH:13][C:12](=[O:23])[CH2:11][NH:10][CH2:16][C:15]=2[CH:17]=1, predict the reactants needed to synthesize it. The reactants are: C1(OC([N:10]2[CH2:16][C:15]3[CH:17]=[C:18]([F:22])[C:19]([F:21])=[CH:20][C:14]=3[NH:13][C:12](=[O:23])[CH2:11]2)=O)C=CC=CC=1. (2) Given the product [Br:7][C:5]1[CH:6]=[C:2]([C:12]2[CH:13]=[CH:14][C:15]([O:16][CH:17]([CH3:19])[CH3:18])=[C:10]([CH:11]=2)[C:8]#[N:9])[S:3][CH:4]=1, predict the reactants needed to synthesize it. The reactants are: Br[C:2]1[S:3][CH:4]=[C:5]([Br:7])[CH:6]=1.[C:8]([C:10]1[CH:11]=[C:12](B(O)O)[CH:13]=[CH:14][C:15]=1[O:16][CH:17]([CH3:19])[CH3:18])#[N:9].C(=O)([O-])[O-].[K+].[K+]. (3) Given the product [Cl:9][C:6]1[N:5]=[CH:4][N:3]=[C:2]([NH2:1])[C:7]=1[O:8][CH2:17][CH3:18], predict the reactants needed to synthesize it. The reactants are: [NH2:1][C:2]1[C:7]([OH:8])=[C:6]([Cl:9])[N:5]=[CH:4][N:3]=1.C(=O)([O-])[O-].[Cs+].[Cs+].I[CH2:17][CH3:18]. (4) The reactants are: [C:1]1([CH2:7][CH2:8][CH2:9][C:10]([OH:12])=O)[CH:6]=[CH:5][CH:4]=[CH:3][CH:2]=1.C(Cl)(=O)C(Cl)=O.Cl.[F:20][C:21]1[CH:26]=[CH:25][C:24]([CH:27]([OH:41])[CH:28]([NH2:40])[CH2:29][C:30]2[CH:35]=[CH:34][C:33]([C:36]([F:39])([F:38])[F:37])=[CH:32][CH:31]=2)=[CH:23][CH:22]=1.C(=O)([O-])O.[Na+]. Given the product [F:20][C:21]1[CH:22]=[CH:23][C:24]([CH:27]([OH:41])[CH:28]([NH:40][C:10](=[O:12])[CH2:9][CH2:8][CH2:7][C:1]2[CH:2]=[CH:3][CH:4]=[CH:5][CH:6]=2)[CH2:29][C:30]2[CH:35]=[CH:34][C:33]([C:36]([F:39])([F:38])[F:37])=[CH:32][CH:31]=2)=[CH:25][CH:26]=1, predict the reactants needed to synthesize it.